From a dataset of Full USPTO retrosynthesis dataset with 1.9M reactions from patents (1976-2016). Predict the reactants needed to synthesize the given product. (1) The reactants are: C[O:2][C:3](=[O:19])[C@H:4]([CH3:18])[NH:5][C:6](=[O:17])[CH2:7][C:8]1[CH:13]=[CH:12][CH:11]=[C:10]([N+:14]([O-:16])=[O:15])[CH:9]=1.[Li+].[OH-]. Given the product [N+:14]([C:10]1[CH:9]=[C:8]([CH2:7][C:6]([NH:5][C@H:4]([C:3]([OH:19])=[O:2])[CH3:18])=[O:17])[CH:13]=[CH:12][CH:11]=1)([O-:16])=[O:15], predict the reactants needed to synthesize it. (2) Given the product [CH3:27][O:26][C:24](=[O:25])[C:23]([O:20][N:19]=[C:18]([NH2:21])[C@@H:12]1[CH2:13][C@@H:14]([O:16][CH3:17])[CH2:15][N:11]1[C:9]([O:8][CH2:1][C:2]1[CH:3]=[CH:4][CH:5]=[CH:6][CH:7]=1)=[O:10])=[CH:22][C:28]([O:30][CH3:31])=[O:29], predict the reactants needed to synthesize it. The reactants are: [CH2:1]([O:8][C:9]([N:11]1[CH2:15][C@H:14]([O:16][CH3:17])[CH2:13][C@H:12]1[C:18]([NH2:21])=[N:19][OH:20])=[O:10])[C:2]1[CH:7]=[CH:6][CH:5]=[CH:4][CH:3]=1.[C:22]([C:28]([O:30][CH3:31])=[O:29])#[C:23][C:24]([O:26][CH3:27])=[O:25].